Predict the reactants needed to synthesize the given product. From a dataset of Full USPTO retrosynthesis dataset with 1.9M reactions from patents (1976-2016). Given the product [O:30]1[CH:31]=[CH:32][N:33]=[C:29]1[C:2]1[CH:10]=[CH:9][CH:8]=[C:7]2[C:3]=1[CH2:4][N:5]([CH2:12][CH:13]=[CH:14][B:15]1[O:19][C:18]([CH3:21])([CH3:20])[C:17]([CH3:23])([CH3:22])[O:16]1)[C:6]2=[O:11], predict the reactants needed to synthesize it. The reactants are: Br[C:2]1[CH:10]=[CH:9][CH:8]=[C:7]2[C:3]=1[CH2:4][N:5]([CH2:12][CH:13]=[CH:14][B:15]1[O:19][C:18]([CH3:21])([CH3:20])[C:17]([CH3:23])([CH3:22])[O:16]1)[C:6]2=[O:11].C([Sn](CCCC)(CCCC)[C:29]1[O:30][CH:31]=[CH:32][N:33]=1)CCC.